Dataset: Full USPTO retrosynthesis dataset with 1.9M reactions from patents (1976-2016). Task: Predict the reactants needed to synthesize the given product. (1) Given the product [C:22]([NH:21][N:20]=[C:7]([C:9]#[N:10])[C:6]1[CH:11]=[CH:12][CH:13]=[C:14]([Cl:15])[C:5]=1[Cl:4])(=[NH:23])[NH2:24], predict the reactants needed to synthesize it. The reactants are: C(#N)C.[Cl:4][C:5]1[C:14]([Cl:15])=[CH:13][CH:12]=[CH:11][C:6]=1[C:7]([C:9]#[N:10])=O.C(=O)(O)O.[NH2:20][NH:21][C:22]([NH2:24])=[NH:23]. (2) Given the product [Br:1][C:2]1[C:11]([F:12])=[CH:10][C:5]([C:6]([O:8][CH3:9])=[O:7])=[C:4]([CH2:13][Br:14])[CH:3]=1, predict the reactants needed to synthesize it. The reactants are: [Br:1][C:2]1[C:11]([F:12])=[CH:10][C:5]([C:6]([O:8][CH3:9])=[O:7])=[C:4]([CH3:13])[CH:3]=1.[Br:14]N1C(=O)CCC1=O. (3) Given the product [CH3:8][C:9]1[N:10]=[C:11]([NH:27][C:33]([N:30]2[CH:29]=[CH:28][N:32]=[CH:31]2)=[O:34])[S:12][C:13]=1[C:14]1[N:15]=[C:16]([C:19]([N:21]2[CH2:26][CH2:25][O:24][CH2:23][CH2:22]2)=[O:20])[S:17][CH:18]=1, predict the reactants needed to synthesize it. The reactants are: FC(F)(F)C([O-])=O.[CH3:8][C:9]1[N:10]=[C:11]([NH2:27])[S:12][C:13]=1[C:14]1[N:15]=[C:16]([C:19]([N:21]2[CH2:26][CH2:25][O:24][CH2:23][CH2:22]2)=[O:20])[S:17][CH:18]=1.[CH:28]1[N:32]=[CH:31][N:30]([C:33](N2C=NC=C2)=[O:34])[CH:29]=1.C(N(CC)CC)C. (4) Given the product [Cl:1][C:2]1[CH:22]=[CH:21][CH:20]=[CH:19][C:3]=1[O:4][C:5]1[CH2:9][N:8]([C@@H:10]([CH2:14][CH2:15][O:16][CH3:17])[C:11]([NH:56][C:53]2[CH:54]=[CH:55][N:51]([CH2:50][C@@H:48]3[CH2:47][O:46][C:45]([CH3:57])([CH3:44])[O:49]3)[N:52]=2)=[O:13])[C:7](=[O:18])[CH:6]=1, predict the reactants needed to synthesize it. The reactants are: [Cl:1][C:2]1[CH:22]=[CH:21][CH:20]=[CH:19][C:3]=1[O:4][C:5]1[CH2:9][N:8]([C@@H:10]([CH2:14][CH2:15][O:16][CH3:17])[C:11]([OH:13])=O)[C:7](=[O:18])[CH:6]=1.CN(C)CCCN=C=NCC.ON1C2C=CC=CC=2N=N1.[CH3:44][C:45]1([CH3:57])[O:49][C@H:48]([CH2:50][N:51]2[CH:55]=[CH:54][C:53]([NH2:56])=[N:52]2)[CH2:47][O:46]1.